Predict the reactants needed to synthesize the given product. From a dataset of Full USPTO retrosynthesis dataset with 1.9M reactions from patents (1976-2016). Given the product [Br:1][C:2]1[CH:3]=[C:4]2[C:8](=[CH:9][CH:10]=1)[N:7]([S:22]([C:19]1[CH:20]=[CH:21][C:16]([O:15][CH3:14])=[C:17]([N:26]3[CH2:27][CH2:28][N:29]([C:32](=[O:37])[C:33]([Cl:36])([Cl:34])[Cl:35])[CH2:30][CH2:31]3)[CH:18]=1)(=[O:23])=[O:24])[CH:6]=[C:5]2[CH3:11], predict the reactants needed to synthesize it. The reactants are: [Br:1][C:2]1[CH:3]=[C:4]2[C:8](=[CH:9][CH:10]=1)[NH:7][CH:6]=[C:5]2[CH3:11].[H-].[Na+].[CH3:14][O:15][C:16]1[CH:21]=[CH:20][C:19]([S:22](Cl)(=[O:24])=[O:23])=[CH:18][C:17]=1[N:26]1[CH2:31][CH2:30][N:29]([C:32](=[O:37])[C:33]([Cl:36])([Cl:35])[Cl:34])[CH2:28][CH2:27]1.